Task: Predict the reactants needed to synthesize the given product.. Dataset: Full USPTO retrosynthesis dataset with 1.9M reactions from patents (1976-2016) Given the product [S:26]([OH:30])([OH:29])(=[O:28])=[O:27].[OH:1][C:2]1[CH:7]=[CH:6][C:5]([C:8]2[N:9]=[C:10]3[C:15](=[N:16][C:17]=2[C:18]2[CH:23]=[CH:22][C:21]([OH:24])=[CH:20][CH:19]=2)[N:14]=[CH:13][N:12]=[C:11]3[NH2:25])=[CH:4][CH:3]=1, predict the reactants needed to synthesize it. The reactants are: [OH:1][C:2]1[CH:7]=[CH:6][C:5]([C:8]2[N:9]=[C:10]3[C:15](=[N:16][C:17]=2[C:18]2[CH:23]=[CH:22][C:21]([OH:24])=[CH:20][CH:19]=2)[N:14]=[CH:13][N:12]=[C:11]3[NH2:25])=[CH:4][CH:3]=1.[S:26](=[O:30])(=[O:29])([OH:28])[OH:27].C(OCC)C.